This data is from Catalyst prediction with 721,799 reactions and 888 catalyst types from USPTO. The task is: Predict which catalyst facilitates the given reaction. (1) Reactant: [C:1]1(=[CH:5][C:6]([OH:8])=O)[CH2:4][CH2:3][CH2:2]1.[NH2:9][C:10]1[CH:11]=[C:12]([CH:32]=[CH:33][CH:34]=1)[C:13]([N:15]1[CH2:20][CH2:19][CH:18]([C:21]2[CH:22]=[C:23]([CH:29]=[CH:30][CH:31]=2)[CH2:24][NH:25][C:26](=[O:28])[O-:27])[CH2:17][CH2:16]1)=[O:14].[CH3:35]CN(C(C)C)C(C)C.C(OCC)(=O)C.[CH3:50][CH2:51][CH2:52][CH2:53][CH2:54][CH3:55]. Product: [C:1]1(=[CH:5][C:6]([NH:9][C:10]2[CH:11]=[C:12]([CH:32]=[CH:33][CH:34]=2)[C:13]([N:15]2[CH2:20][CH2:19][CH:18]([C:21]3[CH:22]=[C:23]([CH:29]=[CH:30][CH:31]=3)[CH2:24][NH:25][C:26](=[O:27])[O:28][CH2:35][C:52]3[CH:51]=[CH:50][CH:55]=[CH:54][CH:53]=3)[CH2:17][CH2:16]2)=[O:14])=[O:8])[CH2:2][CH2:3][CH2:4]1. The catalyst class is: 3. (2) Reactant: Br[CH2:2][CH2:3][CH2:4][O:5][Si:6]([C:9]([CH3:12])([CH3:11])[CH3:10])([CH3:8])[CH3:7].C([O-])([O-])=O.[K+].[K+].[OH:19][C:20]1[CH:27]=[CH:26][C:23]([CH:24]=[O:25])=[C:22]([O:28][CH3:29])[CH:21]=1. Product: [Si:6]([O:5][CH2:4][CH2:3][CH2:2][O:19][C:20]1[CH:27]=[CH:26][C:23]([CH:24]=[O:25])=[C:22]([O:28][CH3:29])[CH:21]=1)([C:9]([CH3:12])([CH3:11])[CH3:10])([CH3:8])[CH3:7]. The catalyst class is: 163. (3) Reactant: [CH3:1][C:2]1([CH3:25])[CH2:15][N:14]2[C:5](=[N:6][C:7]3[C:12]([C:13]2=[O:16])=[CH:11][CH:10]=[C:9]([C:17]#[C:18][C:19]2[CH:24]=[CH:23][CH:22]=[CH:21][N:20]=2)[CH:8]=3)[NH:4][CH2:3]1.[H-].[Na+].[CH3:28]I. Product: [CH3:28][N:4]1[C:5]2=[N:6][C:7]3[C:12]([C:13](=[O:16])[N:14]2[CH2:15][C:2]([CH3:25])([CH3:1])[CH2:3]1)=[CH:11][CH:10]=[C:9]([C:17]#[C:18][C:19]1[CH:24]=[CH:23][CH:22]=[CH:21][N:20]=1)[CH:8]=3. The catalyst class is: 1. (4) Reactant: [NH2:1][C:2]1[CH:11]=[C:10]([C:12]2[CH:17]=[CH:16][C:15]([F:18])=[CH:14][CH:13]=2)[C:9]2[C:4](=[CH:5][C:6]([S:19][C:20]3[CH:21]=[C:22]([C:26]4([C:32]#[N:33])[CH2:31][CH2:30][O:29][CH2:28][CH2:27]4)[CH:23]=[CH:24][CH:25]=3)=[CH:7][CH:8]=2)[N:3]=1.CCN(C(C)C)C(C)C.Cl[CH2:44][C:45](Cl)=[O:46]. Product: [F:18][C:15]1[CH:16]=[CH:17][C:12]([C:10]2[C:9]3[C:4](=[CH:5][C:6]([S:19][C:20]4[CH:21]=[C:22]([C:26]5([C:32]#[N:33])[CH2:27][CH2:28][O:29][CH2:30][CH2:31]5)[CH:23]=[CH:24][CH:25]=4)=[CH:7][CH:8]=3)[N:3]3[CH2:44][C:45](=[O:46])[N:1]=[C:2]3[CH:11]=2)=[CH:13][CH:14]=1. The catalyst class is: 34. (5) Reactant: C12(CS(O)(=O)=O)C(C)(C)C(CC1)CC2=O.[CH2:16]([O:23][CH2:24][C@H:25]([NH:28][C@@H:29]([CH3:43])[CH:30]([O:37][CH2:38]C(C)(C)C)[O:31][CH2:32][C:33]([CH3:36])([CH3:35])[CH3:34])CO)[C:17]1[CH:22]=[CH:21][CH:20]=[CH:19][CH:18]=1. Product: [CH2:16]([O:23][CH2:24][C@@H:25]1[NH:28][C@@H:29]([CH3:43])[C@@H:30]([O:31][CH2:32][C:33]([CH3:34])([CH3:35])[CH3:36])[O:37][CH2:38]1)[C:17]1[CH:18]=[CH:19][CH:20]=[CH:21][CH:22]=1.[CH2:16]([O:23][CH2:24][C@@H:25]1[NH:28][C@@H:29]([CH3:43])[C@H:30]([O:31][CH2:32][C:33]([CH3:34])([CH3:35])[CH3:36])[O:37][CH2:38]1)[C:17]1[CH:18]=[CH:19][CH:20]=[CH:21][CH:22]=1. The catalyst class is: 133.